This data is from Forward reaction prediction with 1.9M reactions from USPTO patents (1976-2016). The task is: Predict the product of the given reaction. (1) Given the reactants [NH2:1][CH2:2][CH2:3][C@H:4]([NH:12][C:13]1[N:18]=[C:17]([N:19]([CH3:32])[C:20]2[CH:25]=[CH:24][N:23]=[C:22]([C:26]3[CH:31]=[CH:30][CH:29]=[CH:28][CH:27]=3)[N:21]=2)[CH:16]=[CH:15][N:14]=1)[CH2:5][C:6]1[CH:11]=[CH:10][CH:9]=[CH:8][CH:7]=1.C(O[C:36]1(O[Si](C)(C)C)[CH2:38][CH2:37]1)C.C([BH3-])#N.[Na+], predict the reaction product. The product is: [CH:36]1([NH:1][CH2:2][CH2:3][C@H:4]([NH:12][C:13]2[N:18]=[C:17]([N:19]([CH3:32])[C:20]3[CH:25]=[CH:24][N:23]=[C:22]([C:26]4[CH:31]=[CH:30][CH:29]=[CH:28][CH:27]=4)[N:21]=3)[CH:16]=[CH:15][N:14]=2)[CH2:5][C:6]2[CH:11]=[CH:10][CH:9]=[CH:8][CH:7]=2)[CH2:38][CH2:37]1. (2) The product is: [CH2:41]([NH:40][C:38]([N:35]1[CH2:36][CH2:37][CH:32]([NH:31][C:30]2[CH:49]=[CH:50][C:27]([CH2:26][CH2:25][NH:24][CH2:23][C@H:22]([OH:51])[CH2:21][O:20][C:12]3[CH:11]=[CH:10][C:9]([OH:8])=[C:18]4[C:13]=3[CH2:14][CH2:15][C:16](=[O:19])[NH:17]4)=[CH:28][CH:29]=2)[CH2:33][CH2:34]1)=[O:39])[CH2:42][CH2:43][CH2:44][CH2:45][CH2:46][CH2:47][CH3:48]. Given the reactants C([O:8][C:9]1[CH:10]=[CH:11][C:12]([O:20][CH2:21][C@@H:22]([OH:51])[CH2:23][NH:24][CH2:25][CH2:26][C:27]2[CH:50]=[CH:49][C:30]([NH:31][CH:32]3[CH2:37][CH2:36][N:35]([C:38]([NH:40][CH2:41][CH2:42][CH2:43][CH2:44][CH2:45][CH2:46][CH2:47][CH3:48])=[O:39])[CH2:34][CH2:33]3)=[CH:29][CH:28]=2)=[C:13]2[C:18]=1[NH:17][C:16](=[O:19])[CH2:15][CH2:14]2)C1C=CC=CC=1.[H][H], predict the reaction product. (3) Given the reactants [NH2:1][C:2]1[C:6]([Br:7])=[CH:5][S:4][C:3]=1[C:8]([OH:10])=O.[C:11](N1C=CN=C1)([N:13]1C=CN=C1)=O.CN.C1COCC1, predict the reaction product. The product is: [NH2:1][C:2]1[C:6]([Br:7])=[CH:5][S:4][C:3]=1[C:8]([NH:13][CH3:11])=[O:10]. (4) Given the reactants [Br:1][C:2]1[CH:3]=[C:4]2[C:8](=[CH:9][CH:10]=1)[NH:7][C:6]1[C:11]([CH2:15][CH3:16])=[N:12][CH:13]=[CH:14][C:5]2=1.[H-].[Na+].I[CH3:20], predict the reaction product. The product is: [Br:1][C:2]1[CH:3]=[C:4]2[C:8](=[CH:9][CH:10]=1)[N:7]([CH3:20])[C:6]1[C:11]([CH2:15][CH3:16])=[N:12][CH:13]=[CH:14][C:5]2=1. (5) Given the reactants [CH3:1][N:2]([CH2:11][C:12]1[CH:13]=[C:14]([C:18]2[CH:23]=[CH:22][C:21]([CH2:24][CH2:25][C:26](Cl)=[O:27])=[CH:20][CH:19]=2)[CH:15]=[CH:16][CH:17]=1)[C:3]([C:5]1[CH:10]=[CH:9][CH:8]=[CH:7][CH:6]=1)=[O:4].[NH3:29].[CH2:30]1COCC1, predict the reaction product. The product is: [C:26]([CH:25]([CH3:30])[CH2:24][C:21]1[CH:22]=[CH:23][C:18]([C:14]2[CH:15]=[CH:16][CH:17]=[C:12]([CH2:11][N:2]([CH3:1])[C:3](=[O:4])[C:5]3[CH:10]=[CH:9][CH:8]=[CH:7][CH:6]=3)[CH:13]=2)=[CH:19][CH:20]=1)(=[O:27])[NH2:29]. (6) Given the reactants [F:1][C:2]1[CH:7]=[CH:6][C:5]([Mg]Br)=[CH:4][CH:3]=1.[Cl-].FC1C=CC([Zn+])=CC=1.C(OC1C=CC([C@@H:33]2[C@@H:36]([CH2:37][CH2:38][C:39](Cl)=[O:40])[C:35](=[O:42])[N:34]2[C:43]2[CH:48]=[CH:47][C:46]([F:49])=[CH:45][CH:44]=2)=CC=1)C1C=CC=CC=1, predict the reaction product. The product is: [F:49][C:46]1[CH:45]=[CH:44][C:43]([N:34]2[CH2:33][CH:36]([CH2:37][CH2:38][C:39]([C:5]3[CH:6]=[CH:7][C:2]([F:1])=[CH:3][CH:4]=3)=[O:40])[C:35]2=[O:42])=[CH:48][CH:47]=1. (7) Given the reactants Br[C:2]1[C:7]([CH3:8])=[CH:6][C:5]([OH:9])=[CH:4][C:3]=1[CH3:10].[CH:11]([C:13]1[CH:14]=[C:15](B(O)O)[CH:16]=[CH:17][CH:18]=1)=[O:12].O.C(OCC)(=O)C, predict the reaction product. The product is: [OH:9][C:5]1[CH:6]=[C:7]([CH3:8])[C:2]([C:17]2[CH:16]=[CH:15][CH:14]=[C:13]([CH:11]=[O:12])[CH:18]=2)=[C:3]([CH3:10])[CH:4]=1. (8) Given the reactants [NH2:1][C:2]1[N:7]=[C:6](Cl)[C:5]([NH2:9])=[C:4]([Cl:10])[N:3]=1.[CH3:11][O:12][C@H:13]1[CH2:18][CH2:17][C@H:16]([NH2:19])[CH2:15][CH2:14]1.C(=O)(O)[O-].[Na+], predict the reaction product. The product is: [Cl:10][C:4]1[N:3]=[C:2]([NH2:1])[N:7]=[C:6]([NH:19][C@H:16]2[CH2:17][CH2:18][C@H:13]([O:12][CH3:11])[CH2:14][CH2:15]2)[C:5]=1[NH2:9].